Dataset: Full USPTO retrosynthesis dataset with 1.9M reactions from patents (1976-2016). Task: Predict the reactants needed to synthesize the given product. (1) Given the product [CH2:27]([NH:34][C:9]([CH:10]([NH:16][C:17](=[O:25])[C:18]1[CH:19]=[CH:20][C:21]([F:24])=[CH:22][CH:23]=1)[C:11](=[O:15])[CH:12]([CH3:13])[CH3:14])=[O:26])[C:28]1[CH:33]=[CH:32][CH:31]=[CH:30][CH:29]=1, predict the reactants needed to synthesize it. The reactants are: C(O[C:9](=[O:26])[CH:10]([NH:16][C:17](=[O:25])[C:18]1[CH:23]=[CH:22][C:21]([F:24])=[CH:20][CH:19]=1)[C:11](=[O:15])[CH:12]([CH3:14])[CH3:13])C1C=CC=CC=1.[CH2:27]([NH2:34])[C:28]1[CH:33]=[CH:32][CH:31]=[CH:30][CH:29]=1. (2) Given the product [F:24][C:2]([F:1])([F:25])[C:3]1[CH:23]=[CH:22][CH:21]=[CH:20][C:4]=1[O:5][CH:6]1[CH2:11][CH2:10][N:9]([C:12]2[S:13][C:14]([C:17]#[N:19])=[CH:15][N:16]=2)[CH2:8][CH2:7]1, predict the reactants needed to synthesize it. The reactants are: [F:1][C:2]([F:25])([F:24])[C:3]1[CH:23]=[CH:22][CH:21]=[CH:20][C:4]=1[O:5][CH:6]1[CH2:11][CH2:10][N:9]([C:12]2[S:13][C:14]([C:17]([NH2:19])=O)=[CH:15][N:16]=2)[CH2:8][CH2:7]1.O(S(C(F)(F)F)(=O)=O)S(C(F)(F)F)(=O)=O.